From a dataset of CYP2D6 inhibition data for predicting drug metabolism from PubChem BioAssay. Regression/Classification. Given a drug SMILES string, predict its absorption, distribution, metabolism, or excretion properties. Task type varies by dataset: regression for continuous measurements (e.g., permeability, clearance, half-life) or binary classification for categorical outcomes (e.g., BBB penetration, CYP inhibition). Dataset: cyp2d6_veith. (1) The compound is Cc1c2oc3c(C)ccc(C(=O)N[C@@H]4C(=O)N[C@@H](C(C)C)C(=O)N5CCC[C@@H]5C(=O)N(C)CC(=O)N(C)[C@@H](C(C)C)C(=O)O[C@H]4C)c3nc-2c(C(=O)N[C@@H]2C(=O)N[C@@H](C(C)C)C(=O)N3CCC[C@@H]3C(=O)N(C)CC(=O)N(C)[C@@H](C(C)C)C(=O)O[C@H]2C)c(N)c1=O. The result is 0 (non-inhibitor). (2) The compound is COc1ccc(-c2nc3cnc(OC)nc3n(CCc3ccccc3)c2=O)cc1. The result is 0 (non-inhibitor). (3) The compound is N[C@H](C(=O)O)[C@@H](O)c1cnc[nH]1. The result is 0 (non-inhibitor). (4) The molecule is Cc1nn(C)cc1C(C(=O)NC1CCCCC1)N(C(=O)Cc1cccs1)c1ccc(C(C)C)cc1. The result is 0 (non-inhibitor). (5) The drug is NCC(=O)NC1(C(=O)O)CCCC1. The result is 0 (non-inhibitor). (6) The molecule is COCC(=O)N1CCC[C@@]2(CCN(C(=O)Nc3ccc(OC)cc3)C2)C1. The result is 0 (non-inhibitor).